This data is from Forward reaction prediction with 1.9M reactions from USPTO patents (1976-2016). The task is: Predict the product of the given reaction. (1) Given the reactants [F:1][C:2]1[CH:7]=[CH:6][C:5]([O:8][CH3:9])=[CH:4][C:3]=1[C:10]1[CH:15]=[CH:14][C:13]([O:16]CC2C=CC(OC)=CC=2)=[CH:12][C:11]=1[CH:26](O)[CH2:27][C:28]([CH3:31])([CH3:30])[CH3:29].FC1C(B(C2C(F)=C(F)C(F)=C(F)C=2F)C2C(F)=C(F)C(F)=C(F)C=2F)=C(F)C(F)=C(F)C=1F.C[Si]([C:71]#[N:72])(C)C, predict the reaction product. The product is: [F:1][C:2]1[CH:7]=[CH:6][C:5]([O:8][CH3:9])=[CH:4][C:3]=1[C:10]1[CH:15]=[CH:14][C:13]([OH:16])=[CH:12][C:11]=1[CH:26]([CH2:27][C:28]([CH3:31])([CH3:30])[CH3:29])[C:71]#[N:72]. (2) Given the reactants [Cl:1][C:2]1[CH:3]=[C:4]([NH:8][C:9]2[C:18]3[C:13](=[CH:14][N:15]=[CH:16][CH:17]=3)[C:12]3[CH:19]=[CH:20][C:21]([C:23]([NH:25][NH2:26])=[O:24])=[CH:22][C:11]=3[N:10]=2)[CH:5]=[CH:6][CH:7]=1.[CH:27](OCC)(OCC)OCC, predict the reaction product. The product is: [Cl:1][C:2]1[CH:3]=[C:4]([NH:8][C:9]2[C:18]3[C:13](=[CH:14][N:15]=[CH:16][CH:17]=3)[C:12]3[CH:19]=[CH:20][C:21]([C:23]4[O:24][CH:27]=[N:26][N:25]=4)=[CH:22][C:11]=3[N:10]=2)[CH:5]=[CH:6][CH:7]=1.